From a dataset of Catalyst prediction with 721,799 reactions and 888 catalyst types from USPTO. Predict which catalyst facilitates the given reaction. (1) Reactant: C[C:2]1[C:3]([O:15][CH3:16])=[C:4]([CH3:14])[C:5]([C:11]([OH:13])=[O:12])=[N:6][C:7]=1[C:8]([OH:10])=[O:9].[OH-].[Na+]. Product: [CH3:14][C:4]1[C:5]([C:11]([OH:13])=[O:12])=[N:6][C:7]([C:8]([OH:10])=[O:9])=[CH:2][C:3]=1[O:15][CH3:16]. The catalyst class is: 72. (2) Reactant: N#N.[CH2:3]([O:10][C:11]([NH:13][C@@H:14]1[CH2:19][CH2:18][C@H:17]([C:20](O)=[O:21])[CH2:16][CH2:15]1)=[O:12])[C:4]1[CH:9]=[CH:8][CH:7]=[CH:6][CH:5]=1.S(C)C.[BH4-].[Na+]. Product: [CH2:3]([O:10][C:11]([NH:13][C@@H:14]1[CH2:19][CH2:18][C@H:17]([CH2:20][OH:21])[CH2:16][CH2:15]1)=[O:12])[C:4]1[CH:5]=[CH:6][CH:7]=[CH:8][CH:9]=1. The catalyst class is: 36. (3) The catalyst class is: 12. Product: [Cl:27][C:14]1[CH:15]=[C:16]2[C:11](=[CH:12][CH:13]=1)[N:10]=[C:9]([N:28]([CH3:29])[CH3:30])[C:8]([C:6]([OH:7])=[O:5])=[C:17]2[C:18]1[CH:23]=[CH:22][CH:21]=[C:20]([CH:24]([CH3:26])[CH3:25])[CH:19]=1. Reactant: C([O:5][C:6]([C:8]1[C:9]([N:28]([CH3:30])[CH3:29])=[N:10][C:11]2[C:16]([C:17]=1[C:18]1[CH:23]=[CH:22][CH:21]=[C:20]([CH:24]([CH3:26])[CH3:25])[CH:19]=1)=[CH:15][C:14]([Cl:27])=[CH:13][CH:12]=2)=[O:7])(C)(C)C.Cl. (4) Reactant: Br[C:2]1[CH:3]=[N:4][C:5]([CH3:8])=[N:6][CH:7]=1.[C:9]([O:13][CH3:14])(=[O:12])[CH:10]=[CH2:11].C1(P(C2C=CC=CC=2)C2C=CC=CC=2)C=CC=CC=1.C(N(CC)CC)C. Product: [CH3:14][O:13][C:9](=[O:12])[CH:10]=[CH:11][C:2]1[CH:3]=[N:4][C:5]([CH3:8])=[N:6][CH:7]=1. The catalyst class is: 713. (5) Reactant: [NH2:1][C:2]1[CH:3]=[C:4]([CH:11]=[C:12]([S:14]([F:19])([F:18])([F:17])([F:16])[F:15])[CH:13]=1)[C:5]([N:7]([O:9][CH3:10])[CH3:8])=[O:6].C(N(CC)CC)C.[F:27][C:28]([F:39])([F:38])[C:29](O[C:29](=[O:30])[C:28]([F:39])([F:38])[F:27])=[O:30].C(=O)([O-])O.[Na+]. Product: [CH3:10][O:9][N:7]([CH3:8])[C:5](=[O:6])[C:4]1[CH:3]=[C:2]([NH:1][C:29](=[O:30])[C:28]([F:39])([F:38])[F:27])[CH:13]=[C:12]([S:14]([F:19])([F:15])([F:16])([F:17])[F:18])[CH:11]=1. The catalyst class is: 34. (6) Reactant: [NH2:1][C:2]1[CH:7]=[CH:6][C:5]([O:8][CH3:9])=[CH:4][C:3]=1[S:10]([NH2:13])(=[O:12])=[O:11].C(O[C:17]1(O[Si](C)(C)C)[CH2:19][CH2:18]1)C.C(O)(=O)C. Product: [CH:17]1([NH:1][C:2]2[CH:7]=[CH:6][C:5]([O:8][CH3:9])=[CH:4][C:3]=2[S:10]([NH2:13])(=[O:11])=[O:12])[CH2:19][CH2:18]1. The catalyst class is: 24. (7) Reactant: [C:1]([C:3]1[C:4]([NH2:20])=[N:5][C:6]([C:15]2[O:16][CH:17]=[CH:18][CH:19]=2)=[C:7]([C:9]2[CH:14]=[CH:13][N:12]=[CH:11][CH:10]=2)[N:8]=1)#[CH:2]. Product: [CH2:1]([C:3]1[C:4]([NH2:20])=[N:5][C:6]([C:15]2[O:16][CH:17]=[CH:18][CH:19]=2)=[C:7]([C:9]2[CH:10]=[CH:11][N:12]=[CH:13][CH:14]=2)[N:8]=1)[CH3:2]. The catalyst class is: 865. (8) Reactant: [CH:1]1([C:6]2[CH:11]=[C:10]([N:12]3[CH2:16][CH2:15][CH:14]([NH:17][CH3:18])[CH2:13]3)[N:9]=[C:8]([NH:19]CC3C=CC(OC)=CC=3)[N:7]=2)[CH2:5][CH2:4][CH2:3][CH2:2]1. Product: [CH:1]1([C:6]2[CH:11]=[C:10]([N:12]3[CH2:16][CH2:15][CH:14]([NH:17][CH3:18])[CH2:13]3)[N:9]=[C:8]([NH2:19])[N:7]=2)[CH2:2][CH2:3][CH2:4][CH2:5]1. The catalyst class is: 67. (9) Reactant: C[Si]([Br:5])(C)C.Cl[C:7]1[C:12]2[S:13][C:14]([C:16]3[C:21]([F:22])=[CH:20][CH:19]=[CH:18][C:17]=3[Cl:23])=[N:15][C:11]=2[C:10]([F:24])=[CH:9][N:8]=1.C(=O)([O-])[O-].[K+].[K+]. Product: [Br:5][C:7]1[C:12]2[S:13][C:14]([C:16]3[C:21]([F:22])=[CH:20][CH:19]=[CH:18][C:17]=3[Cl:23])=[N:15][C:11]=2[C:10]([F:24])=[CH:9][N:8]=1. The catalyst class is: 397.